This data is from Reaction yield outcomes from USPTO patents with 853,638 reactions. The task is: Predict the reaction yield, written as a fraction of the theoretical maximum amount of product (1.0 means a 100% yield; for example, 0.34 means a 34% yield). (1) The reactants are Cl[C:2]1[N:7]2[N:8]=[C:9]([CH3:11])[CH:10]=[C:6]2[N:5]=[C:4]([NH:12][C:13](=[O:24])[C:14]2[CH:19]=[CH:18][C:17]([C:20]([OH:23])([CH3:22])[CH3:21])=[CH:16][CH:15]=2)[CH:3]=1.[F:25][C:26]1([F:38])[O:30][C:29]2[CH:31]=[CH:32][C:33](B(O)O)=[CH:34][C:28]=2[O:27]1.O1CCOCC1. The product is [F:38][C:26]1([F:25])[O:27][C:28]2[CH:34]=[CH:33][C:32]([C:2]3[N:7]4[N:8]=[C:9]([CH3:11])[CH:10]=[C:6]4[N:5]=[C:4]([NH:12][C:13](=[O:24])[C:14]4[CH:19]=[CH:18][C:17]([C:20]([OH:23])([CH3:22])[CH3:21])=[CH:16][CH:15]=4)[CH:3]=3)=[CH:31][C:29]=2[O:30]1. The catalyst is CO.C1(P(C2C=CC=CC=2)[C-]2C=CC=C2)C=CC=CC=1.[C-]1(P(C2C=CC=CC=2)C2C=CC=CC=2)C=CC=C1.[Fe+2].Cl[Pd]Cl. The yield is 0.390. (2) The reactants are [F:1][C:2]1[CH:11]=[CH:10][C:5]2[N:6]=[C:7]([NH2:9])[S:8][C:4]=2[CH:3]=1.Br[CH2:13][C:14](=O)[C:15]([O:17][CH2:18][CH3:19])=[O:16]. No catalyst specified. The product is [F:1][C:2]1[CH:11]=[CH:10][C:5]2[N:6]3[CH:13]=[C:14]([C:15]([O:17][CH2:18][CH3:19])=[O:16])[N:9]=[C:7]3[S:8][C:4]=2[CH:3]=1. The yield is 0.190. (3) The reactants are C[O:2][C:3]([C:5]1[C:18](=[O:19])[N:9]2[CH2:10][CH2:11][C:12]3[C:17]([C:8]2=[CH:7][CH:6]=1)=[CH:16][CH:15]=[CH:14][CH:13]=3)=[O:4].[OH-].[Na+]. The catalyst is O1CCOCC1. The product is [O:19]=[C:18]1[N:9]2[CH2:10][CH2:11][C:12]3[C:17]([C:8]2=[CH:7][CH:6]=[C:5]1[C:3]([OH:4])=[O:2])=[CH:16][CH:15]=[CH:14][CH:13]=3. The yield is 0.880. (4) The reactants are [F:1][C:2]1[CH:11]=[C:10]2[C:5]([CH:6]=[CH:7][N:8]=[C:9]2[O:12][C@H:13]2[CH2:53][N:16]3[C:17](=[O:52])[C@@H:18]([NH:44]C(=O)OC(C)(C)C)[C@H:19]([CH3:43])[O:20][C@H:21]([CH3:42])[CH2:22][CH2:23][CH:24]=[CH:25][C@@H:26]4[CH2:31][C@@:27]4([C:32](=[O:41])[NH:33][S:34]([C:37]4([CH3:40])[CH2:39][CH2:38]4)(=[O:36])=[O:35])[NH:28][C:29](=[O:30])[C@@H:15]3[CH2:14]2)=[CH:4][C:3]=1[O:54][CH3:55].C(O)(C(F)(F)F)=O. The catalyst is C(Cl)Cl. The product is [NH2:44][C@@H:18]1[C:17](=[O:52])[N:16]2[CH2:53][C@H:13]([O:12][C:9]3[C:10]4[C:5](=[CH:4][C:3]([O:54][CH3:55])=[C:2]([F:1])[CH:11]=4)[CH:6]=[CH:7][N:8]=3)[CH2:14][C@H:15]2[C:29](=[O:30])[NH:28][C@:27]2([C:32]([NH:33][S:34]([C:37]3([CH3:40])[CH2:38][CH2:39]3)(=[O:35])=[O:36])=[O:41])[CH2:31][C@H:26]2[CH:25]=[CH:24][CH2:23][CH2:22][C@@H:21]([CH3:42])[O:20][C@H:19]1[CH3:43]. The yield is 1.00. (5) The reactants are FC(F)(F)C([NH:5][C:6]1[CH:11]=[CH:10][CH:9]=[C:8]([C:12]2[C:20]([C:21]3[CH:26]=[CH:25][N:24]=[C:23]([NH:27][C:28]4[CH:33]=[CH:32][CH:31]=[C:30]([C:34]5[O:38][CH:37]=[N:36][CH:35]=5)[CH:29]=4)[N:22]=3)=[C:15]3[CH:16]=[CH:17][CH:18]=[CH:19][N:14]3[N:13]=2)[CH:7]=1)=O.[Li+].[OH-].C1COCC1. The catalyst is O. The product is [NH2:5][C:6]1[CH:7]=[C:8]([C:12]2[C:20]([C:21]3[CH:26]=[CH:25][N:24]=[C:23]([NH:27][C:28]4[CH:33]=[CH:32][CH:31]=[C:30]([C:34]5[O:38][CH:37]=[N:36][CH:35]=5)[CH:29]=4)[N:22]=3)=[C:15]3[CH:16]=[CH:17][CH:18]=[CH:19][N:14]3[N:13]=2)[CH:9]=[CH:10][CH:11]=1. The yield is 0.960. (6) The reactants are [C:1]12([O:11][CH2:12][CH2:13][O:14][CH2:15][CH2:16][C@H:17]([CH3:21])[C:18](O)=[O:19])[CH2:10][CH:5]3[CH2:6][CH:7]([CH2:9][CH:3]([CH2:4]3)[CH2:2]1)[CH2:8]2.S(Cl)(Cl)=O.[N+:26]([C:29]1[CH:35]=[CH:34][C:32]([NH2:33])=[CH:31][C:30]=1[C:36]([F:39])([F:38])[F:37])([O-:28])=[O:27]. The catalyst is CC(N(C)C)=O.CCOC(C)=O. The product is [C:1]12([O:11][CH2:12][CH2:13][O:14][CH2:15][CH2:16][C@H:17]([CH3:21])[C:18]([NH:33][C:32]3[CH:34]=[CH:35][C:29]([N+:26]([O-:28])=[O:27])=[C:30]([C:36]([F:37])([F:38])[F:39])[CH:31]=3)=[O:19])[CH2:2][CH:3]3[CH2:9][CH:7]([CH2:6][CH:5]([CH2:4]3)[CH2:10]1)[CH2:8]2. The yield is 0.200. (7) The reactants are [Cl:1][C:2]1[CH:3]=[C:4]([NH:15]C(=O)OC(C)(C)C)[CH:5]=[C:6]([O:8][C:9]2[CH:10]=[N:11][CH:12]=[N:13][CH:14]=2)[CH:7]=1.[OH-].[Na+]. The catalyst is Cl.O1CCOCC1. The product is [Cl:1][C:2]1[CH:3]=[C:4]([CH:5]=[C:6]([O:8][C:9]2[CH:14]=[N:13][CH:12]=[N:11][CH:10]=2)[CH:7]=1)[NH2:15]. The yield is 0.880. (8) The product is [C:1]([O:5][C:6](=[O:20])[C:7]1[CH:12]=[CH:11][C:10]([F:13])=[CH:9][C:8]=1[N:14]([C@@H:15]([CH3:19])[CH2:16][O:17][CH3:18])[C:30](=[O:31])[C:29]([F:40])([F:39])[F:28])([CH3:4])([CH3:3])[CH3:2]. The yield is 0.990. The reactants are [C:1]([O:5][C:6](=[O:20])[C:7]1[CH:12]=[CH:11][C:10]([F:13])=[CH:9][C:8]=1[NH:14][C@@H:15]([CH3:19])[CH2:16][O:17][CH3:18])([CH3:4])([CH3:3])[CH3:2].C(N(CC)CC)C.[F:28][C:29]([F:40])([F:39])[C:30](O[C:30](=[O:31])[C:29]([F:40])([F:39])[F:28])=[O:31]. The catalyst is ClCCl. (9) The reactants are [CH3:1][O:2][C:3]1[CH:11]=[C:10]2[C:6]([C:7]([CH3:15])([CH3:14])[C:8](=[O:13])[N:9]2[CH3:12])=[CH:5][C:4]=1[CH:16]=O.[C:18]1([C@H:24]2[C@@H:29]([NH2:30])[CH2:28][CH2:27][CH2:26][NH:25]2)[CH:23]=[CH:22][CH:21]=[CH:20][CH:19]=1.CO.C(O[BH-](OC(=O)C)OC(=O)C)(=O)C.[Na+]. The catalyst is C1(C)C=CC=CC=1.O. The product is [CH3:1][O:2][C:3]1[CH:11]=[C:10]2[C:6]([C:7]([CH3:14])([CH3:15])[C:8](=[O:13])[N:9]2[CH3:12])=[CH:5][C:4]=1[CH2:16][NH:30][C@H:29]1[CH2:28][CH2:27][CH2:26][NH:25][C@H:24]1[C:18]1[CH:23]=[CH:22][CH:21]=[CH:20][CH:19]=1. The yield is 0.810.